This data is from Full USPTO retrosynthesis dataset with 1.9M reactions from patents (1976-2016). The task is: Predict the reactants needed to synthesize the given product. (1) Given the product [OH:21][C:19]1[CH:18]=[CH:17][C:15]2[C:16]([C:25]([OH:27])=[O:26])=[C:12]([CH3:11])[O:13][C:14]=2[CH:20]=1, predict the reactants needed to synthesize it. The reactants are: [Cl-].[Cl-].[Cl-].[Al+3].C(Cl)(=O)C(Cl)=O.[CH3:11][C:12]1[O:13][C:14]2[CH:20]=[C:19]([O:21]C(=O)C)[CH:18]=[CH:17][C:15]=2[CH:16]=1.[C:25](=O)([O-:27])[O-:26].[K+].[K+]. (2) Given the product [CH3:22][S:23]([C:2]1[CH:3]=[C:4]2[C:8](=[C:9]([C:11]([O:13][CH3:14])=[O:12])[CH:10]=1)[NH:7][CH:6]=[CH:5]2)(=[O:25])=[O:24], predict the reactants needed to synthesize it. The reactants are: Br[C:2]1[CH:3]=[C:4]2[C:8](=[C:9]([C:11]([O:13][CH3:14])=[O:12])[CH:10]=1)[NH:7][CH:6]=[CH:5]2.CN1CCCC1=O.[CH3:22][S:23]([O-:25])=[O:24].[Na+]. (3) Given the product [S:1]1[C:5]([CH2:6][CH:7]([OH:8])[C:13]#[CH:14])=[CH:4][C:3]2[CH:9]=[CH:10][CH:11]=[CH:12][C:2]1=2, predict the reactants needed to synthesize it. The reactants are: [S:1]1[C:5]([CH2:6][CH:7]=[O:8])=[CH:4][C:3]2[CH:9]=[CH:10][CH:11]=[CH:12][C:2]1=2.[C:13]([Mg]Br)#[CH:14].[NH4+].[Cl-]. (4) The reactants are: Cl[C:2]1[C:11]2[C:6](=[CH:7][C:8]([F:13])=[CH:9][C:10]=2[F:12])[N:5]=[C:4]([C:14]2[CH:19]=[CH:18][CH:17]=[CH:16][C:15]=2[S:20]([CH3:23])(=[O:22])=[O:21])[C:3]=1[CH3:24].[CH3:25][O:26][C:27]1[N:32]=[CH:31][C:30]([C:33]2[C:38]([NH2:39])=[CH:37][C:36]([N:40]3[CH2:45][CH2:44][O:43][CH2:42][CH2:41]3)=[CH:35][N:34]=2)=[CH:29][CH:28]=1. Given the product [F:12][C:10]1[CH:9]=[C:8]([F:13])[CH:7]=[C:6]2[C:11]=1[C:2]([NH:39][C:38]1[C:33]([C:30]3[CH:31]=[N:32][C:27]([O:26][CH3:25])=[CH:28][CH:29]=3)=[N:34][CH:35]=[C:36]([N:40]3[CH2:41][CH2:42][O:43][CH2:44][CH2:45]3)[CH:37]=1)=[C:3]([CH3:24])[C:4]([C:14]1[CH:19]=[CH:18][CH:17]=[CH:16][C:15]=1[S:20]([CH3:23])(=[O:22])=[O:21])=[N:5]2, predict the reactants needed to synthesize it. (5) Given the product [C:32]([C:36]1[CH:37]=[CH:38][C:39]([C:40]([N:18]([CH2:19][C:20]2[CH:29]=[CH:28][C:23]([C:24]([O:26][CH3:27])=[O:25])=[CH:22][CH:21]=2)[CH2:17][C:16]2[CH:15]=[CH:14][C:13]([C:12]#[C:11][C:8]3[CH:7]=[CH:6][C:5]([CH2:1][CH2:2][CH2:3][CH3:4])=[CH:10][CH:9]=3)=[CH:31][CH:30]=2)=[O:41])=[CH:43][CH:44]=1)([CH3:35])([CH3:33])[CH3:34], predict the reactants needed to synthesize it. The reactants are: [CH2:1]([C:5]1[CH:10]=[CH:9][C:8]([C:11]#[C:12][C:13]2[CH:31]=[CH:30][C:16]([CH2:17][NH:18][CH2:19][C:20]3[CH:29]=[CH:28][C:23]([C:24]([O:26][CH3:27])=[O:25])=[CH:22][CH:21]=3)=[CH:15][CH:14]=2)=[CH:7][CH:6]=1)[CH2:2][CH2:3][CH3:4].[C:32]([C:36]1[CH:44]=[CH:43][C:39]([C:40](Cl)=[O:41])=[CH:38][CH:37]=1)([CH3:35])([CH3:34])[CH3:33]. (6) Given the product [C:20]([O:24][C:25]([NH:1][C:2]1[CH:3]=[C:4]([C:11]([OH:13])=[O:12])[CH:5]=[C:6]([CH:10]=1)[C:7]([OH:9])=[O:8])=[O:26])([CH3:23])([CH3:22])[CH3:21], predict the reactants needed to synthesize it. The reactants are: [NH2:1][C:2]1[CH:3]=[C:4]([C:11]([OH:13])=[O:12])[CH:5]=[C:6]([CH:10]=1)[C:7]([OH:9])=[O:8].O1CCOCC1.[C:20]([O:24][C:25](O[C:25]([O:24][C:20]([CH3:23])([CH3:22])[CH3:21])=[O:26])=[O:26])([CH3:23])([CH3:22])[CH3:21].C(O)(=O)CC(CC(O)=O)(C(O)=O)O. (7) Given the product [NH2:19][CH2:18][C:15]1[CH:14]=[CH:13][C:12]([S:9]([N:8]([CH2:1][C:2]2[CH:3]=[CH:4][CH:5]=[CH:6][CH:7]=2)[CH2:20][C:21]2[CH:26]=[CH:25][CH:24]=[CH:23][CH:22]=2)(=[O:11])=[O:10])=[CH:17][CH:16]=1, predict the reactants needed to synthesize it. The reactants are: [CH2:1]([N:8]([CH2:20][C:21]1[CH:26]=[CH:25][CH:24]=[CH:23][CH:22]=1)[S:9]([C:12]1[CH:17]=[CH:16][C:15]([C:18]#[N:19])=[CH:14][CH:13]=1)(=[O:11])=[O:10])[C:2]1[CH:7]=[CH:6][CH:5]=[CH:4][CH:3]=1.[OH-].[NH4+].